This data is from Reaction yield outcomes from USPTO patents with 853,638 reactions. The task is: Predict the reaction yield, written as a fraction of the theoretical maximum amount of product (1.0 means a 100% yield; for example, 0.34 means a 34% yield). (1) The reactants are [CH3:1][O:2][C:3]1[C:8]2[O:9][CH2:10][O:11][C:7]=2[CH:6]=[C:5]([C:12](OC)=[O:13])[CH:4]=1.[H-].[H-].[H-].[H-].[Li+].[Al+3].O.[OH-].[Na+]. The catalyst is C1COCC1. The product is [CH3:1][O:2][C:3]1[C:8]2[O:9][CH2:10][O:11][C:7]=2[CH:6]=[C:5]([CH2:12][OH:13])[CH:4]=1. The yield is 0.520. (2) The reactants are Cl.[NH2:2][C@H:3]([C:5]1[C:6](=[O:16])[NH:7][C:8]2[C:13]([CH:14]=1)=[CH:12][C:11]([Cl:15])=[CH:10][CH:9]=2)[CH3:4].F[C:18]1[CH:23]=[C:22]([I:24])[CH:21]=[CH:20][N:19]=1.CS(C)=O.CCN(C(C)C)C(C)C. The catalyst is O. The product is [Cl:15][C:11]1[CH:12]=[C:13]2[C:8](=[CH:9][CH:10]=1)[NH:7][C:6](=[O:16])[C:5]([C@@H:3]([NH:2][C:18]1[CH:23]=[C:22]([I:24])[CH:21]=[CH:20][N:19]=1)[CH3:4])=[CH:14]2. The yield is 0.311. (3) The reactants are Br[C:2]1[CH:7]=[CH:6][C:5]([C@@H:8]([N:10]2[CH2:15][CH2:14][C@:13]([CH2:22][C:23]([OH:26])([CH3:25])[CH3:24])([C:16]3[CH:21]=[CH:20][CH:19]=[CH:18][CH:17]=3)[O:12][C:11]2=[O:27])[CH3:9])=[CH:4][CH:3]=1.[CH3:28][C:29]1([CH3:45])[C:33]([CH3:35])([CH3:34])[O:32][B:31]([B:31]2[O:32][C:33]([CH3:35])([CH3:34])[C:29]([CH3:45])([CH3:28])[O:30]2)[O:30]1.CC([O-])=O.[K+]. The catalyst is CS(C)=O.C1C=CC(P([C]2[CH][CH][CH][CH]2)C2C=CC=CC=2)=CC=1.C1C=CC(P([C]2[CH][CH][CH][CH]2)C2C=CC=CC=2)=CC=1.Cl[Pd]Cl.[Fe]. The product is [OH:26][C:23]([CH3:25])([CH3:24])[CH2:22][C@@:13]1([C:16]2[CH:21]=[CH:20][CH:19]=[CH:18][CH:17]=2)[O:12][C:11](=[O:27])[N:10]([C@H:8]([C:5]2[CH:6]=[CH:7][C:2]([B:31]3[O:32][C:33]([CH3:35])([CH3:34])[C:29]([CH3:45])([CH3:28])[O:30]3)=[CH:3][CH:4]=2)[CH3:9])[CH2:15][CH2:14]1. The yield is 0.600. (4) The reactants are [Cl:1][C:2]1[CH:7]=[CH:6][C:5]([CH:8]([CH:13]2[CH2:17][CH2:16][CH2:15][CH2:14]2)[C:9]([O:11]C)=[O:10])=[CH:4][CH:3]=1.[OH-].[Na+].Cl. The catalyst is C1COCC1.CO. The product is [Cl:1][C:2]1[CH:3]=[CH:4][C:5]([CH:8]([CH:13]2[CH2:17][CH2:16][CH2:15][CH2:14]2)[C:9]([OH:11])=[O:10])=[CH:6][CH:7]=1. The yield is 0.986.